This data is from Forward reaction prediction with 1.9M reactions from USPTO patents (1976-2016). The task is: Predict the product of the given reaction. (1) Given the reactants [CH:1]([O:4][C:5]([N:7]1[CH2:12][CH2:11][CH:10]([C@@H:13]2[CH2:22][C:21]3[C:16](=[CH:17][CH:18]=[C:19]([CH3:27])[C:20]=3[O:23]C(C)C)[C@H:15]([CH2:28][NH:29]C=O)[O:14]2)[CH2:9][CH2:8]1)=[O:6])([CH3:3])[CH3:2].[ClH:32].B(Cl)(Cl)[Cl:34], predict the reaction product. The product is: [ClH:34].[CH:1]([O:4][C:5]([N:7]1[CH2:8][CH2:9][CH:10]([C@@H:13]2[CH2:22][C:21]3[C:16](=[CH:17][CH:18]=[C:19]([CH3:27])[C:20]=3[OH:23])[C@H:15]([CH2:28][NH2:29])[O:14]2)[CH2:11][CH2:12]1)=[O:6])([CH3:3])[CH3:2].[ClH:32]. (2) Given the reactants [SH2:1].[Br:2][C:3]1[CH:10]=[CH:9][C:6]([C:7]#[N:8])=[C:5]([F:11])[CH:4]=1, predict the reaction product. The product is: [Br:2][C:3]1[CH:10]=[CH:9][C:6]([C:7](=[S:1])[NH2:8])=[C:5]([F:11])[CH:4]=1. (3) Given the reactants [NH2:1][C:2]1[N:7]2[C:8]3[N:22]=[CH:21][CH:20]=[CH:19][C:9]=3[C:10]([C:11]3[CH:16]=[CH:15][N:14]=[C:13](SC)[N:12]=3)=[C:6]2[CH:5]=[CH:4][N:3]=1.C(Cl)Cl.[O-:26][S:27]([O-:30])(=S)=O.[Na+].[Na+].[C:33]([O-])([O-])=O.[Na+].[Na+], predict the reaction product. The product is: [NH2:1][C:2]1[N:7]2[C:8]3[N:22]=[CH:21][CH:20]=[CH:19][C:9]=3[C:10]([C:11]3[CH:16]=[CH:15][N:14]=[C:13]([S:27]([CH3:33])(=[O:30])=[O:26])[N:12]=3)=[C:6]2[CH:5]=[CH:4][N:3]=1.